This data is from Reaction yield outcomes from USPTO patents with 853,638 reactions. The task is: Predict the reaction yield, written as a fraction of the theoretical maximum amount of product (1.0 means a 100% yield; for example, 0.34 means a 34% yield). (1) The reactants are Cl[CH2:2][C:3]1[N:4]([C:20]2[CH:25]=[CH:24][C:23]([N+:26]([O-:28])=[O:27])=[CH:22][CH:21]=2)[CH:5]=[C:6]([C:8]2[C:9]([C:14]3[CH:19]=[CH:18][CH:17]=[CH:16][CH:15]=3)=[N:10][O:11][C:12]=2[CH3:13])[N:7]=1.[F:29][C:30]1[CH:31]=[C:32]([CH:35]=[CH:36][CH:37]=1)[CH2:33][OH:34]. No catalyst specified. The product is [F:29][C:30]1[CH:31]=[C:32]([CH:35]=[CH:36][CH:37]=1)[CH2:33][O:34][CH2:2][C:3]1[N:4]([C:20]2[CH:25]=[CH:24][C:23]([N+:26]([O-:28])=[O:27])=[CH:22][CH:21]=2)[CH:5]=[C:6]([C:8]2[C:9]([C:14]3[CH:19]=[CH:18][CH:17]=[CH:16][CH:15]=3)=[N:10][O:11][C:12]=2[CH3:13])[N:7]=1. The yield is 0.570. (2) The reactants are [C:1](/[C:4](/[C:10](=O)[C:11]([F:14])([F:13])[F:12])=[CH:5]\[NH:6][C:7]([NH2:9])=O)(=[O:3])[CH3:2].O=P(Cl)(Cl)[Cl:18]. The catalyst is O. The product is [Cl:18][C:7]1[N:9]=[C:10]([C:11]([F:14])([F:13])[F:12])[C:4]([C:1](=[O:3])[CH3:2])=[CH:5][N:6]=1. The yield is 0.427. (3) The reactants are [Br:1][C:2]1[CH:7]=[CH:6][C:5]([OH:8])=[CH:4][CH:3]=1.[CH:9]1([CH2:15]C2C=CC=CC=2O)[CH2:14][CH2:13][CH2:12][CH2:11][CH2:10]1.C1(P(C2C=CC=CC=2)C2C=CC=CC=2)C=CC=CC=1.N(C(OCC)=O)=NC(OCC)=O.C1(C)C=CC=CC=1. The catalyst is O1CCCC1. The product is [Br:1][C:2]1[CH:7]=[CH:6][C:5]([O:8][CH2:15][CH:9]2[CH2:14][CH2:13][CH2:12][CH2:11][CH2:10]2)=[CH:4][CH:3]=1. The yield is 0.540. (4) The reactants are [CH3:1][O:2][C:3]1[CH:4]=[C:5]([C:13]2[N:22]=[C:21]([C:23](O)=[O:24])[C:20]3[C:15](=[CH:16][CH:17]=[CH:18][CH:19]=3)[N:14]=2)[CH:6]=[C:7]([O:11][CH3:12])[C:8]=1[O:9][CH3:10].Cl.[F:27][C:28]1[CH:29]=[C:30]2[C:35](=[CH:36][CH:37]=1)[CH2:34][NH:33][CH2:32][CH2:31]2. No catalyst specified. The product is [CH3:1][O:2][C:3]1[CH:4]=[C:5]([C:13]2[N:22]=[C:21]([C:23]([N:33]3[CH2:32][CH2:31][C:30]4[C:35](=[CH:36][CH:37]=[C:28]([F:27])[CH:29]=4)[CH2:34]3)=[O:24])[C:20]3[C:15](=[CH:16][CH:17]=[CH:18][CH:19]=3)[N:14]=2)[CH:6]=[C:7]([O:11][CH3:12])[C:8]=1[O:9][CH3:10]. The yield is 0.634. (5) The reactants are Br[C:2]1[S:10][C:9]2[C:8](=[O:11])[NH:7][C:6]([CH3:13])([CH3:12])[NH:5][C:4]=2[CH:3]=1.[CH:14]([C:16]1[N:20]([CH2:21][O:22][CH2:23][CH2:24][Si:25]([CH3:28])([CH3:27])[CH3:26])[N:19]=[CH:18][C:17]=1B(O)O)=[O:15].C(=O)([O-])[O-].[Cs+].[Cs+].COCCOC. The catalyst is O. The product is [CH3:12][C:6]1([CH3:13])[NH:5][C:4]2[CH:3]=[C:2]([C:17]3[CH:18]=[N:19][N:20]([CH2:21][O:22][CH2:23][CH2:24][Si:25]([CH3:28])([CH3:27])[CH3:26])[C:16]=3[CH:14]=[O:15])[S:10][C:9]=2[C:8](=[O:11])[NH:7]1. The yield is 0.540. (6) The reactants are [CH:1]1([C:4]2[C:5]([C:17]3[CH:18]=[CH:19][C:20]4[O:25][CH2:24][CH2:23][CH2:22][C:21]=4[CH:26]=3)=[C:6]([CH:11]([OH:16])[C:12]([O:14][CH3:15])=[O:13])[C:7]([CH3:10])=[CH:8][CH:9]=2)[CH2:3][CH2:2]1.C(=O)([O-])[O-].[Na+].[Na+].C(O[C:37]([CH3:39])=[CH2:38])(=O)C. The catalyst is C1(C)C=CC=CC=1.C1CC=CCCC=C1.C1CC=CCCC=C1.[Cl-].[Cl-].[Ir].[Ir]. The product is [CH3:15][O:14][C:12](=[O:13])[CH:11]([C:6]1[C:7]([CH3:10])=[CH:8][CH:9]=[C:4]([CH:1]2[CH2:2][CH2:3]2)[C:5]=1[C:17]1[CH:26]=[C:21]2[C:20](=[CH:19][CH:18]=1)[O:25][CH2:24][CH2:23][CH2:22]2)[O:16][C:37]([CH3:39])=[CH2:38]. The yield is 0.200. (7) The reactants are [OH:1][NH2:2].C([O:5][C:6](=O)[CH2:7][CH2:8][CH2:9][CH2:10][CH2:11][CH2:12][N:13]([C:20]1[CH:25]=[CH:24][C:23]([C:26]2[CH:31]=[CH:30][C:29]([F:32])=[CH:28][CH:27]=2)=[CH:22][N:21]=1)[C:14]1[CH:19]=[CH:18][CH:17]=[CH:16][N:15]=1)C. The catalyst is CN(C=O)C.CO. The product is [F:32][C:29]1[CH:28]=[CH:27][C:26]([C:23]2[CH:24]=[CH:25][C:20]([N:13]([C:14]3[CH:19]=[CH:18][CH:17]=[CH:16][N:15]=3)[CH2:12][CH2:11][CH2:10][CH2:9][CH2:8][CH2:7][C:6]([NH:2][OH:1])=[O:5])=[N:21][CH:22]=2)=[CH:31][CH:30]=1. The yield is 0.700. (8) The reactants are C(O[C:9]([O:11][C:12]([CH3:15])([CH3:14])[CH3:13])=[O:10])([O:3][C:4]([CH3:7])([CH3:6])[CH3:5])=O.[NH2:16][C:17]([CH3:23])([CH2:20][CH2:21][CH3:22])[C:18]#[N:19]. The catalyst is ClCCl. The product is [C:18]([C:17]([NH:16][C:9](=[O:10])[O:11][C:12]([CH3:13])([CH3:14])[CH3:15])([CH2:20][CH2:21][CH3:22])[CH3:23])#[N:19].[CH3:5][C:4]([OH:3])([CH3:7])[CH3:6]. The yield is 1.00. (9) The reactants are [F:1][C:2]1[CH:7]=[CH:6][C:5]([C:8]2[CH:9]=[C:10]3[C:15](=[CH:16][CH:17]=2)[N:14]=[CH:13][N:12]=[C:11]3O)=[CH:4][CH:3]=1.C(N(C(C)C)CC)(C)C.O=P(Cl)(Cl)[Cl:30]. The catalyst is C1(C)C=CC=CC=1. The product is [Cl:30][C:11]1[C:10]2[C:15](=[CH:16][CH:17]=[C:8]([C:5]3[CH:6]=[CH:7][C:2]([F:1])=[CH:3][CH:4]=3)[CH:9]=2)[N:14]=[CH:13][N:12]=1. The yield is 0.900. (10) The reactants are [C:1]([C:5]1[CH:10]=[C:9]([F:11])[C:8]([N+:12]([O-])=O)=[CH:7][C:6]=1[OH:15])([CH3:4])([CH3:3])[CH3:2].C([O-])=O.[NH4+]. The catalyst is CCO.[Pd]. The product is [C:1]([C:5]1[CH:10]=[C:9]([F:11])[C:8]([NH2:12])=[CH:7][C:6]=1[OH:15])([CH3:4])([CH3:2])[CH3:3]. The yield is 0.830.